Dataset: Reaction yield outcomes from USPTO patents with 853,638 reactions. Task: Predict the reaction yield, written as a fraction of the theoretical maximum amount of product (1.0 means a 100% yield; for example, 0.34 means a 34% yield). (1) The reactants are C(OC(N1C2C=CC=CC=2N=C1CN(C[C:30](=C)[CH2:31][CH2:32][N:33]1[C:41](=[O:42])[C:40]2[C:35](=[CH:36][CH:37]=[CH:38][CH:39]=2)[C:34]1=[O:43])C1C2N=CC=CC=2CCC1)=O)(C)(C)C.O.NN.[CH2:48]([OH:50])[CH3:49]. No catalyst specified. The product is [OH:50][CH2:48][CH2:49][C:31](=[CH2:30])[CH2:32][N:33]1[C:34](=[O:43])[C:35]2[C:40](=[CH:39][CH:38]=[CH:37][CH:36]=2)[C:41]1=[O:42]. The yield is 0.550. (2) The reactants are [CH2:1]([O:3][C:4](=[O:16])[CH2:5][O:6][C:7]1[CH:12]=[CH:11][C:10]([Br:13])=[CH:9][C:8]=1[CH:14]=O)[CH3:2].[O-]CC.[Na+].S(=O)(=O)(O)O.[OH-].[Na+]. The catalyst is O.CCO. The product is [Br:13][C:10]1[CH:11]=[CH:12][C:7]2[O:6][C:5]([C:4]([O:3][CH2:1][CH3:2])=[O:16])=[CH:14][C:8]=2[CH:9]=1. The yield is 0.270. (3) The catalyst is CN(C)C=O. The reactants are [CH3:1][C:2]1[N:25]([CH3:26])[C:5]2[CH:6]=[C:7]([C:22](O)=[O:23])[C:8]3[CH2:9][CH2:10][C:11]4([NH:20][C:21]=3[C:4]=2[N:3]=1)[CH2:19][C:18]1[C:13](=[CH:14][CH:15]=[CH:16][CH:17]=1)[CH2:12]4.F[B-](F)(F)F.N1(OC(N(C)C)=[N+](C)C)C2C=CC=CC=2N=N1.[NH2:49][CH2:50][CH2:51][CH2:52][OH:53]. The product is [OH:53][CH2:52][CH2:51][CH2:50][NH:49][C:22]([C:7]1[C:8]2[CH2:9][CH2:10][C:11]3([NH:20][C:21]=2[C:4]2[N:3]=[C:2]([CH3:1])[N:25]([CH3:26])[C:5]=2[CH:6]=1)[CH2:12][C:13]1[C:18](=[CH:17][CH:16]=[CH:15][CH:14]=1)[CH2:19]3)=[O:23]. The yield is 0.270.